Predict which catalyst facilitates the given reaction. From a dataset of Catalyst prediction with 721,799 reactions and 888 catalyst types from USPTO. (1) Product: [CH2:15]([S:22][C:8]1[CH2:12][C:11]([CH3:14])([CH3:13])[O:10][N:9]=1)[C:16]1[CH:21]=[CH:20][CH:19]=[CH:18][CH:17]=1. The catalyst class is: 9. Reactant: C(=O)([O-])[O-].[K+].[K+].Cl[C:8]1[CH2:12][C:11]([CH3:14])([CH3:13])[O:10][N:9]=1.[CH2:15]([SH:22])[C:16]1[CH:21]=[CH:20][CH:19]=[CH:18][CH:17]=1.O. (2) Reactant: Br[C:2]1[N:3]=[C:4]([CH2:16][CH3:17])[C:5]([NH:10][CH:11]([CH2:14][CH3:15])[CH2:12][CH3:13])=[N:6][C:7]=1[CH2:8][CH3:9].[CH3:18][O:19][C:20]1[CH:28]=[C:27]2[C:23]([CH2:24][CH2:25][CH2:26]2)=[CH:22][C:21]=1B(O)O.C([O-])([O-])=O.[Na+].[Na+]. Product: [CH2:16]([C:4]1[C:5]([NH:10][CH:11]([CH2:14][CH3:15])[CH2:12][CH3:13])=[N:6][C:7]([CH2:8][CH3:9])=[C:2]([C:21]2[CH:22]=[C:23]3[C:27](=[CH:28][C:20]=2[O:19][CH3:18])[CH2:26][CH2:25][CH2:24]3)[N:3]=1)[CH3:17]. The catalyst class is: 276. (3) Product: [F:25][C:23]1[CH:22]=[C:21]2[C:16]([C:17](=[O:26])[NH:18][CH:19]=[N:20]2)=[C:15]([O:7][CH:8]2[CH2:13][CH2:12][O:11][CH2:10][CH2:9]2)[CH:24]=1. The catalyst class is: 1. Reactant: CC(C)([O-])C.[K+].[OH:7][CH:8]1[CH2:13][CH2:12][O:11][CH2:10][CH2:9]1.F[C:15]1[CH:24]=[C:23]([F:25])[CH:22]=[C:21]2[C:16]=1[C:17](=[O:26])[NH:18][CH:19]=[N:20]2.O. (4) Reactant: CO.C([Cl:6])(=O)C.[Cl:7][C:8]1[C:9]([N:14]2[CH2:19][CH2:18][N:17]([CH2:20][C:21]3[CH:22]=[N:23][N:24]([CH3:27])[C:25]=3[CH3:26])[CH2:16][CH2:15]2)=[N:10][CH:11]=[CH:12][N:13]=1.Cl. The catalyst class is: 11. Product: [ClH:6].[Cl:7][C:8]1[C:9]([N:14]2[CH2:15][CH2:16][N:17]([CH2:20][C:21]3[CH:22]=[N:23][N:24]([CH3:27])[C:25]=3[CH3:26])[CH2:18][CH2:19]2)=[N:10][CH:11]=[CH:12][N:13]=1.